Dataset: Forward reaction prediction with 1.9M reactions from USPTO patents (1976-2016). Task: Predict the product of the given reaction. (1) Given the reactants [CH3:1][S:2]([N:5]1[CH2:10][CH:9]=[C:8]([C:11]2[CH:12]=[C:13]3[CH2:19][C@:18]([CH:21]4[CH2:26][CH2:25][N:24]([C:27]#[N:28])[CH2:23][CH2:22]4)([CH3:20])[O:17][C:14]3=[CH:15][N:16]=2)[CH2:7][CH2:6]1)(=[O:4])=[O:3].[OH:29][NH:30][C:31](=N)[CH:32]([CH3:34])[CH3:33], predict the reaction product. The product is: [CH:32]([C:31]1[N:28]=[C:27]([N:24]2[CH2:25][CH2:26][CH:21]([C@@:18]3([CH3:20])[O:17][C:14]4=[CH:15][N:16]=[C:11]([C:8]5[CH2:9][CH2:10][N:5]([S:2]([CH3:1])(=[O:4])=[O:3])[CH2:6][CH:7]=5)[CH:12]=[C:13]4[CH2:19]3)[CH2:22][CH2:23]2)[O:29][N:30]=1)([CH3:34])[CH3:33]. (2) The product is: [NH2:7][C:8]1[N:13]=[CH:12][N:11]=[C:10]2[N:14]([C@H:35]3[CH2:40][CH2:39][C@H:38]([O:41][CH2:42][CH2:43][OH:44])[CH2:37][CH2:36]3)[N:15]=[C:16]([C:17]3[CH:22]=[CH:21][C:20]([CH2:23][C:24]4[O:25][C:26]5[C:32]([CH3:33])=[CH:31][C:30]([CH3:34])=[CH:29][C:27]=5[N:28]=4)=[CH:19][CH:18]=3)[C:9]=12. Given the reactants [H-].[Al+3].[Li+].[H-].[H-].[H-].[NH2:7][C:8]1[N:13]=[CH:12][N:11]=[C:10]2[N:14]([C@H:35]3[CH2:40][CH2:39][C@H:38]([O:41][CH2:42][C:43](O)=[O:44])[CH2:37][CH2:36]3)[N:15]=[C:16]([C:17]3[CH:22]=[CH:21][C:20]([CH2:23][C:24]4[O:25][C:26]5[C:32]([CH3:33])=[CH:31][C:30]([CH3:34])=[CH:29][C:27]=5[N:28]=4)=[CH:19][CH:18]=3)[C:9]=12, predict the reaction product. (3) Given the reactants [Br:1][C:2]1[CH:3]=[C:4]([CH2:9][C:10]([OH:12])=[O:11])[CH:5]=[CH:6][C:7]=1[F:8].S(=O)(=O)(O)O.[CH3:18][CH2:19]O, predict the reaction product. The product is: [CH2:18]([O:11][C:10](=[O:12])[CH2:9][C:4]1[CH:5]=[CH:6][C:7]([F:8])=[C:2]([Br:1])[CH:3]=1)[CH3:19]. (4) Given the reactants [Cl:1][C:2]1[C:11]2[C:6](=[CH:7][C:8]([O:18][CH2:19][C:20]3[CH:25]=[CH:24][CH:23]=[CH:22][CH:21]=3)=[C:9]([O:12][C@H:13]3[CH2:17][CH2:16][O:15][CH2:14]3)[CH:10]=2)[N:5]=[CH:4][N:3]=1.[Cl:26][C:27]1[CH:28]=[C:29]([CH:31]=[CH:32][C:33]=1[F:34])[NH2:30], predict the reaction product. The product is: [ClH:1].[Cl:26][C:27]1[CH:28]=[C:29]([NH:30][C:2]2[C:11]3[C:6](=[CH:7][C:8]([O:18][CH2:19][C:20]4[CH:25]=[CH:24][CH:23]=[CH:22][CH:21]=4)=[C:9]([O:12][C@H:13]4[CH2:17][CH2:16][O:15][CH2:14]4)[CH:10]=3)[N:5]=[CH:4][N:3]=2)[CH:31]=[CH:32][C:33]=1[F:34]. (5) Given the reactants [CH3:1][O:2][C:3]1[CH:4]=[C:5]([CH:8]=[CH:9][CH:10]=1)[CH2:6]Br.[C:11]1([C:17]([C:25]2[CH:30]=[CH:29][CH:28]=[CH:27][CH:26]=2)=[N:18][CH2:19][C:20]([O:22][CH2:23][CH3:24])=[O:21])[CH:16]=[CH:15][CH:14]=[CH:13][CH:12]=1.[OH-].[Na+].C1COCC1, predict the reaction product. The product is: [C:11]1([C:17]([C:25]2[CH:30]=[CH:29][CH:28]=[CH:27][CH:26]=2)=[N:18][C@H:19]([C:20]([O:22][CH2:23][CH3:24])=[O:21])[CH2:6][C:5]2[CH:8]=[CH:9][CH:10]=[C:3]([O:2][CH3:1])[CH:4]=2)[CH:12]=[CH:13][CH:14]=[CH:15][CH:16]=1. (6) Given the reactants Cl.C[O:3][C:4]1[CH:5]=[C:6]([NH:10]N)[CH:7]=[CH:8][CH:9]=1.[C:12]1([C:18](=O)[CH2:19][C:20]2[CH:25]=[CH:24][CH:23]=[CH:22][CH:21]=2)[CH:17]=[CH:16][CH:15]=[CH:14][CH:13]=1, predict the reaction product. The product is: [C:12]1([C:18]2[NH:10][C:6]3[CH:7]=[CH:8][CH:9]=[C:4]([OH:3])[C:5]=3[C:19]=2[C:20]2[CH:21]=[CH:22][CH:23]=[CH:24][CH:25]=2)[CH:17]=[CH:16][CH:15]=[CH:14][CH:13]=1. (7) Given the reactants [Br:1][C:2]1[CH:3]=[C:4]([CH2:14]Br)[C:5](=[O:13])[N:6]([CH2:8][C:9]([F:12])([F:11])[F:10])[CH:7]=1.[C-:16]#[N:17].[Na+], predict the reaction product. The product is: [Br:1][C:2]1[CH:3]=[C:4]([CH2:14][C:16]#[N:17])[C:5](=[O:13])[N:6]([CH2:8][C:9]([F:12])([F:11])[F:10])[CH:7]=1. (8) Given the reactants Cl[C:2]1[N:7]=[CH:6][N:5]=[C:4]([NH:8][C:9]2[CH:14]=[CH:13][CH:12]=[C:11]([CH2:15][S:16]([CH3:19])(=[O:18])=[O:17])[CH:10]=2)[N:3]=1.[F:20][CH:21]([F:39])[O:22][C:23]1[CH:28]=[C:27]([F:29])[CH:26]=[CH:25][C:24]=1B1OC(C)(C)C(C)(C)O1, predict the reaction product. The product is: [F:39][CH:21]([F:20])[O:22][C:23]1[CH:28]=[C:27]([F:29])[CH:26]=[CH:25][C:24]=1[C:2]1[N:7]=[CH:6][N:5]=[C:4]([NH:8][C:9]2[CH:14]=[CH:13][CH:12]=[C:11]([CH2:15][S:16]([CH3:19])(=[O:18])=[O:17])[CH:10]=2)[N:3]=1.